From a dataset of CYP2C9 inhibition data for predicting drug metabolism from PubChem BioAssay. Regression/Classification. Given a drug SMILES string, predict its absorption, distribution, metabolism, or excretion properties. Task type varies by dataset: regression for continuous measurements (e.g., permeability, clearance, half-life) or binary classification for categorical outcomes (e.g., BBB penetration, CYP inhibition). Dataset: cyp2c9_veith. (1) The molecule is COCCNc1ncnc2ccc(-c3ccccc3OC)cc12. The result is 0 (non-inhibitor). (2) The drug is CCCC(C(=O)OCCN(CC)CC)(c1ccccc1)c1ccccc1. The result is 0 (non-inhibitor). (3) The compound is C[N+](C)(C)c1nc(N)nc2c1ncn2[C@H]1O[C@@H](CO)[C@@H](O)[C@H]1O. The result is 0 (non-inhibitor). (4) The molecule is CN(C)c1ncc2nc(-c3ccc(Cl)cc3)c(=O)n(C)c2n1. The result is 0 (non-inhibitor). (5) The compound is O=C(O)CCCC[C@H]1SC[C@H]2NC(=O)N[C@@H]21. The result is 0 (non-inhibitor). (6) The molecule is CCOC(=O)c1c(-c2cccc(C)c2)csc1NC(=O)c1c(-c2ccccc2)noc1C. The result is 0 (non-inhibitor). (7) The compound is CN1CCN(c2ncnc3ccc(-c4ccccc4C(F)(F)F)cc23)CC1. The result is 0 (non-inhibitor). (8) The compound is Cn1c(=O)n2n(c1=O)[C@H]1[C@H](O)[C@H]3O[C@@H]3/C(=N/OC[C@@H](O)COCc3ccco3)[C@@H]1CC2. The result is 0 (non-inhibitor). (9) The result is 1 (inhibitor). The compound is Cn1c(-c2sc(=S)n(-c3ccccc3)c2N)nc2ccccc21. (10) The molecule is CC(C)Nc1nc(NC(C)(C)C)nc(Oc2ccc(=O)n(-c3ccccc3)n2)n1. The result is 1 (inhibitor).